This data is from Peptide-MHC class II binding affinity with 134,281 pairs from IEDB. The task is: Regression. Given a peptide amino acid sequence and an MHC pseudo amino acid sequence, predict their binding affinity value. This is MHC class II binding data. (1) The peptide sequence is PGPNITATYGGKWLD. The MHC is HLA-DPA10201-DPB10101 with pseudo-sequence HLA-DPA10201-DPB10101. The binding affinity (normalized) is 0.0295. (2) The peptide sequence is PELKPGESRHTSDHM. The MHC is DRB1_0101 with pseudo-sequence DRB1_0101. The binding affinity (normalized) is 0.500. (3) The peptide sequence is GEVEIQFRRVKCKYP. The MHC is HLA-DQA10102-DQB10602 with pseudo-sequence HLA-DQA10102-DQB10602. The binding affinity (normalized) is 0.186. (4) The binding affinity (normalized) is 0.246. The peptide sequence is KNPTDTGHGTVVMQV. The MHC is DRB1_0901 with pseudo-sequence DRB1_0901. (5) The binding affinity (normalized) is 0.265. The peptide sequence is RKVCYNAVLTHVKIN. The MHC is H-2-IAd with pseudo-sequence H-2-IAd.